Dataset: Full USPTO retrosynthesis dataset with 1.9M reactions from patents (1976-2016). Task: Predict the reactants needed to synthesize the given product. Given the product [CH3:1][O:2][C:3]1[CH:17]=[CH:16][C:6]2[CH2:7][C@@H:8]3[C@@H:13]([C:14]4([C:27](=[O:29])[NH:23][C:18](=[O:21])[NH:22]4)[C:5]=2[CH:4]=1)[CH2:12][O:11][CH2:10][CH2:9]3, predict the reactants needed to synthesize it. The reactants are: [CH3:1][O:2][C:3]1[CH:17]=[CH:16][C:6]2[CH2:7][C@H:8]3[C@H:13]([C:14](=O)[C:5]=2[CH:4]=1)[CH2:12][O:11][CH2:10][CH2:9]3.[C:18](=[O:21])([O-])[O-].[NH4+:22].[NH4+:23].[C-]#N.[K+].[CH2:27]([OH:29])C.Cl.